Task: Predict the reactants needed to synthesize the given product.. Dataset: Full USPTO retrosynthesis dataset with 1.9M reactions from patents (1976-2016) (1) Given the product [CH3:21][O:22][C:23](=[O:36])[C:24]1[CH:29]=[CH:28][C:27]([O:30][CH2:31][CH2:32][CH2:33][CH2:34][O:17][C:12]2[CH:11]=[CH:10][C:9]([C:18](=[O:20])[CH3:19])=[C:8]([OH:7])[C:13]=2[CH2:14][CH2:15][CH3:16])=[CH:26][CH:25]=1, predict the reactants needed to synthesize it. The reactants are: C(=O)([O-])[O-].[K+].[K+].[OH:7][C:8]1[C:13]([CH2:14][CH2:15][CH3:16])=[C:12]([OH:17])[CH:11]=[CH:10][C:9]=1[C:18](=[O:20])[CH3:19].[CH3:21][O:22][C:23](=[O:36])[C:24]1[CH:29]=[CH:28][C:27]([O:30][CH2:31][CH2:32][CH2:33][CH2:34]Br)=[CH:26][CH:25]=1. (2) Given the product [CH3:1][O:2][C:3]([C:5]1[C:6]([NH:17][C:18]2[CH:23]=[CH:22][C:21]([CH3:24])=[CH:20][C:19]=2[F:25])=[C:7]([F:16])[C:8]2[N:9]([C:11]([CH2:14][CH3:15])=[CH:12][N:13]=2)[CH:10]=1)=[O:4], predict the reactants needed to synthesize it. The reactants are: [CH3:1][O:2][C:3]([C:5]1[C:6]([NH:17][C:18]2[CH:23]=[CH:22][C:21]([CH3:24])=[CH:20][C:19]=2[F:25])=[C:7]([F:16])[C:8]2[N:9]([C:11]([C:14]#[CH:15])=[CH:12][N:13]=2)[CH:10]=1)=[O:4]. (3) Given the product [C:17]([C:21]1[N:22]([CH:39]=[CH:40][CH:41]([OH:42])[CH2:7][C:5](=[O:6])[CH2:4][C:3]([O:9][CH2:10][CH3:11])=[O:8])[C:23]([C:33]2[CH:34]=[CH:35][N:36]=[CH:37][CH:38]=2)=[C:24]([C:26]2[CH:27]=[CH:28][C:29]([F:32])=[CH:30][CH:31]=2)[N:25]=1)([CH3:20])([CH3:18])[CH3:19], predict the reactants needed to synthesize it. The reactants are: [H-].[Na+].[C:3]([O:9][CH2:10][CH3:11])(=[O:8])[CH2:4][C:5]([CH3:7])=[O:6].C([Li])CCC.[C:17]([C:21]1[N:22](/[CH:39]=[CH:40]/[CH:41]=[O:42])[C:23]([C:33]2[CH:38]=[CH:37][N:36]=[CH:35][CH:34]=2)=[C:24]([C:26]2[CH:31]=[CH:30][C:29]([F:32])=[CH:28][CH:27]=2)[N:25]=1)([CH3:20])([CH3:19])[CH3:18]. (4) Given the product [CH2:18]([N:15]1[C:16]2[CH:17]=[C:9]3[N:8]=[C:7]([C:3]4[C:2]([NH:1][C:26](=[O:27])[C:25]([CH3:31])([CH3:24])[CH2:29][CH3:30])=[CH:6][NH:5][N:4]=4)[NH:23][C:10]3=[CH:11][C:12]=2[C:13]([CH3:22])([CH3:21])[C:14]1=[O:20])[CH3:19], predict the reactants needed to synthesize it. The reactants are: [NH2:1][C:2]1[C:3]([C:7]2[NH:23][C:10]3=[CH:11][C:12]4[C:13]([CH3:22])([CH3:21])[C:14](=[O:20])[N:15]([CH2:18][CH3:19])[C:16]=4[CH:17]=[C:9]3[N:8]=2)=[N:4][NH:5][CH:6]=1.[CH3:24][C:25]([CH3:31])([CH2:29][CH3:30])[C:26](O)=[O:27]. (5) Given the product [NH2:30][C:15]1[N:16]=[CH:17][C:18]([C:20]2[CH:25]=[CH:24][C:23](=[O:26])[N:22]([CH:27]([CH3:28])[CH3:29])[CH:21]=2)=[N:19][C:14]=1[C:12]1[O:13][C:9]([C:5]2[CH:6]=[CH:7][CH:8]=[C:3]([CH2:2][Br:1])[CH:4]=2)=[N:10][N:11]=1, predict the reactants needed to synthesize it. The reactants are: [Br:1][CH2:2][C:3]1[CH:4]=[C:5]([C:9]2[O:13][C:12]([C:14]3[C:15]([N:30](C(OC(C)(C)C)=O)C(=O)OC(C)(C)C)=[N:16][CH:17]=[C:18]([C:20]4[CH:25]=[CH:24][C:23](=[O:26])[N:22]([CH:27]([CH3:29])[CH3:28])[CH:21]=4)[N:19]=3)=[N:11][N:10]=2)[CH:6]=[CH:7][CH:8]=1.Cl. (6) Given the product [C:12]([O:16][C:17]([NH:19][C:20]1([C:23]([NH:1][N:2]2[CH:6]=[CH:5][C:4]([Cl:7])=[C:3]2[C:8]([O:10][CH3:11])=[O:9])=[O:24])[CH2:22][CH2:21]1)=[O:18])([CH3:15])([CH3:14])[CH3:13], predict the reactants needed to synthesize it. The reactants are: [NH2:1][N:2]1[CH:6]=[CH:5][C:4]([Cl:7])=[C:3]1[C:8]([O:10][CH3:11])=[O:9].[C:12]([O:16][C:17]([NH:19][C:20]1([C:23](O)=[O:24])[CH2:22][CH2:21]1)=[O:18])([CH3:15])([CH3:14])[CH3:13].C1C=CC2N(O)N=NC=2C=1.Cl.CN(C)CCCN=C=NCC.CCN(C(C)C)C(C)C. (7) The reactants are: [CH3:1][CH:2]([CH2:4][CH2:5][CH2:6][C@H:7]([C@@H:9]1[C@:27]2([CH3:28])[C@H:12]([C@H:13]3[C@H:24]([CH2:25][CH2:26]2)[C@:22]2([CH3:23])[C:16]([CH2:17][C@H:18]([CH2:20][CH2:21]2)[OH:19])=[CH:15][CH2:14]3)[CH2:11][CH2:10]1)[CH3:8])[CH3:3].[CH2:29]([NH2:38])[CH2:30][N:31]([CH2:35][CH2:36][NH2:37])[CH2:32][CH2:33][NH2:34].[CH3:39][P:40]([NH2:43])(=[O:42])[O-:41].[N:44]1([C:49]([NH2:51])=[NH:50])C=CC=N1.Cl.C(N(C(C)C)CC)(C)C. Given the product [CH3:3][CH:2]([CH2:4][CH2:5][CH2:6][C@H:7]([C@@H:9]1[C@:27]2([CH3:28])[C@H:12]([C@H:13]3[C@H:24]([CH2:25][CH2:26]2)[C@:22]2([CH3:23])[C:16]([CH2:17][C@H:18]([CH2:20][CH2:21]2)[OH:19])=[CH:15][CH2:14]3)[CH2:11][CH2:10]1)[CH3:8])[CH3:1].[CH2:29]([NH2:38])[CH2:30][N:31]([CH2:35][CH2:36][NH2:37])[CH2:32][CH2:33][NH2:34].[CH3:39][P:40]([NH2:43])(=[O:41])[O-:42].[NH2:50][C:49]([NH2:51])=[NH2+:44].[NH2:50][C:49]([NH2:51])=[NH2+:44], predict the reactants needed to synthesize it. (8) Given the product [C:1]([N:4]1[C:13]2[C:8](=[CH:9][C:10]([C:14]3[CH:22]=[CH:21][C:17]([C:18]([NH:70][CH2:69][CH2:68][N:67]([CH3:71])[CH3:66])=[O:20])=[CH:16][N:15]=3)=[CH:11][CH:12]=2)[C@H:7]([NH:23][C:24]2[CH:29]=[CH:28][C:27]([C:30]#[N:31])=[CH:26][N:25]=2)[CH2:6][C@@H:5]1[CH3:32])(=[O:3])[CH3:2], predict the reactants needed to synthesize it. The reactants are: [C:1]([N:4]1[C:13]2[C:8](=[CH:9][C:10]([C:14]3[CH:22]=[CH:21][C:17]([C:18]([OH:20])=O)=[CH:16][N:15]=3)=[CH:11][CH:12]=2)[C@H:7]([NH:23][C:24]2[CH:29]=[CH:28][C:27]([C:30]#[N:31])=[CH:26][N:25]=2)[CH2:6][C@@H:5]1[CH3:32])(=[O:3])[CH3:2].CN(C(ON1N=NC2C=CC=NC1=2)=[N+](C)C)C.F[P-](F)(F)(F)(F)F.CCN(C(C)C)C(C)C.[CH3:66][N:67]([CH3:71])[CH2:68][CH2:69][NH2:70]. (9) Given the product [CH3:54][C:48]1[C:49]([CH3:53])=[CH:50][CH:51]=[CH:52][C:47]=1[O:46][CH2:45][CH2:44][CH2:43][C:42]([N:37]1[C:38]2[C:33](=[C:32]([C:28]3[CH:27]=[C:26]([CH:31]=[CH:30][CH:29]=3)[CH2:25][O:24][C:22]([N:16]3[CH2:21][CH2:20][N:19]([C:3](=[O:8])[CH2:4][C:5]([OH:7])=[O:6])[CH2:18][CH2:17]3)=[O:23])[CH:41]=[CH:40][CH:39]=2)[CH2:34][CH2:35][CH2:36]1)=[O:55], predict the reactants needed to synthesize it. The reactants are: CO[C:3](=[O:8])[CH2:4][C:5]([OH:7])=[O:6].Cl.NCC(OC)=O.[N:16]1([C:22]([O:24][CH2:25][C:26]2[CH:31]=[CH:30][CH:29]=[C:28]([C:32]3[CH:41]=[CH:40][CH:39]=[C:38]4[C:33]=3[CH2:34][CH2:35][CH2:36][N:37]4[C:42](=[O:55])[CH2:43][CH2:44][CH2:45][O:46][C:47]3[CH:52]=[CH:51][CH:50]=[C:49]([CH3:53])[C:48]=3[CH3:54])[CH:27]=2)=[O:23])[CH2:21][CH2:20][NH:19][CH2:18][CH2:17]1. (10) Given the product [Br:13][C:14]1[CH:15]=[C:16]([CH:18]=[CH:19][CH:20]=1)[NH:17][C:3]1[C:4]2[CH:12]=[CH:11][CH:10]=[N:9][C:5]=2[N:6]=[CH:7][N:8]=1, predict the reactants needed to synthesize it. The reactants are: CS[C:3]1[C:4]2[CH:12]=[CH:11][CH:10]=[N:9][C:5]=2[N:6]=[CH:7][N:8]=1.[Br:13][C:14]1[CH:15]=[C:16]([CH:18]=[CH:19][CH:20]=1)[NH2:17].